From a dataset of Reaction yield outcomes from USPTO patents with 853,638 reactions. Predict the reaction yield, written as a fraction of the theoretical maximum amount of product (1.0 means a 100% yield; for example, 0.34 means a 34% yield). (1) The reactants are [Br:1][C:2]1[CH:3]=[C:4]([CH:19]([OH:22])[CH:20]=[CH2:21])[CH:5]=[C:6]([Br:18])[C:7]=1[O:8][CH2:9][C:10]1[CH:15]=[CH:14][C:13]([O:16][CH3:17])=[CH:12][CH:11]=1. The catalyst is C(Cl)(Cl)Cl.[O-2].[Mn+4].[O-2]. The product is [Br:1][C:2]1[CH:3]=[C:4]([C:19](=[O:22])[CH:20]=[CH2:21])[CH:5]=[C:6]([Br:18])[C:7]=1[O:8][CH2:9][C:10]1[CH:11]=[CH:12][C:13]([O:16][CH3:17])=[CH:14][CH:15]=1. The yield is 0.400. (2) The reactants are C(OC([N:11]1[CH2:15][C@@H:14]([OH:16])[CH2:13][C@H:12]1[C:17]([OH:19])=[O:18])=O)C1C=CC=CC=1.[H-].[Na+].[CH3:22]I.[H][H]. The catalyst is C1COCC1.CO.[OH-].[OH-].[Pd+2]. The product is [CH3:22][O:16][C@@H:14]1[CH2:15][NH:11][C@H:12]([C:17]([OH:19])=[O:18])[CH2:13]1. The yield is 0.910.